From a dataset of Full USPTO retrosynthesis dataset with 1.9M reactions from patents (1976-2016). Predict the reactants needed to synthesize the given product. (1) Given the product [NH2:1][C:2]1[S:6][C:5]([C:7]2[C:8]([F:14])=[CH:9][CH:10]=[CH:11][C:12]=2[F:13])=[N:4][C:3]=1[C:15]([NH:17][C:18]1[CH:19]=[N:20][N:21]([CH3:34])[C:22]=1[N:23]1[CH2:24][CH2:25][C@H:26]([NH2:33])[CH2:27][C:28](=[CH2:29])[CH2:32]1)=[O:16], predict the reactants needed to synthesize it. The reactants are: [NH2:1][C:2]1[S:6][C:5]([C:7]2[C:12]([F:13])=[CH:11][CH:10]=[CH:9][C:8]=2[F:14])=[N:4][C:3]=1[C:15]([NH:17][C:18]1[CH:19]=[N:20][N:21]([CH3:34])[C:22]=1[N:23]1[CH2:32][C:28]2(OC[CH2:29]2)[CH2:27][CH:26]([NH2:33])[CH2:25][CH2:24]1)=[O:16].C=C1CN(C2N(C)N=CC=2[N+]([O-])=O)CC[C@H](NC(=O)OC(C)(C)C)C1. (2) Given the product [CH3:10][C:11]1[N:19]=[CH:18][CH:17]=[CH:16][C:12]=1[C:13]#[N:15], predict the reactants needed to synthesize it. The reactants are: N1C(=O)NC(=O)NC1=O.[CH3:10][C:11]1[N:19]=[CH:18][CH:17]=[CH:16][C:12]=1[C:13]([NH2:15])=O. (3) Given the product [CH2:1]([O:3][C:4](=[O:39])[CH2:5][C:6]1[CH:7]=[C:8]([C:14]2[CH:19]=[CH:18][C:17]([C:20]([F:22])([F:21])[F:23])=[CH:16][C:15]=2[CH2:24][N:25]([CH2:37][CH3:38])[C:26]([NH:43][CH2:40][CH2:41][CH3:42])=[N:34][C:35]#[N:36])[C:9]([O:12][CH3:13])=[CH:10][CH:11]=1)[CH3:2], predict the reactants needed to synthesize it. The reactants are: [CH2:1]([O:3][C:4](=[O:39])[CH2:5][C:6]1[CH:7]=[C:8]([C:14]2[CH:19]=[CH:18][C:17]([C:20]([F:23])([F:22])[F:21])=[CH:16][C:15]=2[CH2:24][N:25]([CH2:37][CH3:38])[C:26](=[N:34][C:35]#[N:36])OC2C=CC=CC=2)[C:9]([O:12][CH3:13])=[CH:10][CH:11]=1)[CH3:2].[CH2:40]([NH2:43])[CH2:41][CH3:42]. (4) Given the product [C:9]1([CH3:22])[CH:14]=[C:13]([CH3:15])[CH:12]=[C:11]([CH3:16])[C:10]=1[S:17]([O-:20])(=[O:19])=[O:18].[NH2:21][N+:5]1[CH:6]=[CH:7][C:2]([Br:1])=[CH:3][C:4]=1[Cl:8], predict the reactants needed to synthesize it. The reactants are: [Br:1][C:2]1[CH:7]=[CH:6][N:5]=[C:4]([Cl:8])[CH:3]=1.[C:9]1([CH3:22])[CH:14]=[C:13]([CH3:15])[CH:12]=[C:11]([CH3:16])[C:10]=1[S:17]([O:20][NH2:21])(=[O:19])=[O:18]. (5) Given the product [CH2:15]([NH:1][C:2]1[C:3]([C:12]([OH:14])=[O:13])=[CH:4][C:5]2[O:10][CH2:9][CH2:8][O:7][C:6]=2[CH:11]=1)[CH:16]([CH3:18])[CH3:17], predict the reactants needed to synthesize it. The reactants are: [NH2:1][C:2]1[C:3]([C:12]([OH:14])=[O:13])=[CH:4][C:5]2[O:10][CH2:9][CH2:8][O:7][C:6]=2[CH:11]=1.[CH:15](=O)[CH:16]([CH3:18])[CH3:17].C(O)(=O)C.C(O[BH-](OC(=O)C)OC(=O)C)(=O)C.[Na+]. (6) Given the product [Cl:33][C:34]1[CH:39]=[C:38]([N:19]2[C:20]3[C:16](=[CH:15][C:14]([C:12]([N:9]4[CH2:8][CH2:7][N:6]([CH:1]5[CH2:2][CH2:3][CH2:4][CH2:5]5)[CH2:11][CH2:10]4)=[O:13])=[CH:22][CH:21]=3)[CH:17]=[C:18]2[C:23]([N:25]2[CH2:30][CH2:29][S:28](=[O:31])(=[O:32])[CH2:27][CH2:26]2)=[O:24])[CH:37]=[CH:36][CH:35]=1, predict the reactants needed to synthesize it. The reactants are: [CH:1]1([N:6]2[CH2:11][CH2:10][N:9]([C:12]([C:14]3[CH:15]=[C:16]4[C:20](=[CH:21][CH:22]=3)[NH:19][C:18]([C:23]([N:25]3[CH2:30][CH2:29][S:28](=[O:32])(=[O:31])[CH2:27][CH2:26]3)=[O:24])=[CH:17]4)=[O:13])[CH2:8][CH2:7]2)[CH2:5][CH2:4][CH2:3][CH2:2]1.[Cl:33][C:34]1[CH:35]=[C:36](B(O)O)[CH:37]=[CH:38][CH:39]=1.N1C=CC=CC=1. (7) Given the product [CH3:1][O:2][C:3](=[O:34])[CH2:4][C@H:5]1[C:9]2[CH:10]=[CH:11][C:12]([O:14][C@H:15]3[C:23]4[C:18](=[C:19]([O:25][C:26]5[CH:27]=[CH:28][C:29]([C:32]6[NH:37][N:36]=[N:35][N:33]=6)=[CH:30][CH:31]=5)[CH:20]=[CH:21][C:22]=4[F:24])[CH2:17][CH2:16]3)=[CH:13][C:8]=2[O:7][CH2:6]1, predict the reactants needed to synthesize it. The reactants are: [CH3:1][O:2][C:3](=[O:34])[CH2:4][C@H:5]1[C:9]2[CH:10]=[CH:11][C:12]([O:14][C@H:15]3[C:23]4[C:18](=[C:19]([O:25][C:26]5[CH:31]=[CH:30][C:29]([C:32]#[N:33])=[CH:28][CH:27]=5)[CH:20]=[CH:21][C:22]=4[F:24])[CH2:17][CH2:16]3)=[CH:13][C:8]=2[O:7][CH2:6]1.[N-:35]=[N+:36]=[N-:37].[Na+].[Cl-].[NH4+].N([O-])=O.[Na+].Cl. (8) The reactants are: [CH3:1][N:2]1[CH2:7][CH2:6][N:5]([CH2:8][CH2:9][O:10][C:11]2[CH:16]=[CH:15][N:14]3[N:17]=[C:18]([CH3:42])[C:19]([C:20]4[S:21][C:22]([C:31]5[N:35]=[CH:34][N:33](C6CCCCO6)[N:32]=5)=[C:23]([C:25]5[CH:30]=[CH:29][CH:28]=[CH:27][CH:26]=5)[N:24]=4)=[C:13]3[CH:12]=2)[CH2:4][C:3]1=[O:43].[ClH:44].CCOC(C)=O. Given the product [ClH:44].[CH3:1][N:2]1[CH2:7][CH2:6][N:5]([CH2:8][CH2:9][O:10][C:11]2[CH:16]=[CH:15][N:14]3[N:17]=[C:18]([CH3:42])[C:19]([C:20]4[S:21][C:22]([C:31]5[N:35]=[CH:34][NH:33][N:32]=5)=[C:23]([C:25]5[CH:30]=[CH:29][CH:28]=[CH:27][CH:26]=5)[N:24]=4)=[C:13]3[CH:12]=2)[CH2:4][C:3]1=[O:43], predict the reactants needed to synthesize it. (9) Given the product [CH2:1]([O:8][C:9](=[O:11])[NH:10][C@H:13]1[C@@H:36]([C:37]([NH:33][C:25]([O:27][C:28]([CH3:29])([CH3:30])[CH3:31])=[O:26])=[O:38])[CH2:35][CH:16]=[CH:15][CH2:14]1)[C:2]1[CH:7]=[CH:6][CH:5]=[CH:4][CH:3]=1, predict the reactants needed to synthesize it. The reactants are: [CH2:1]([O:8][C:9](=[O:11])[NH2:10])[C:2]1[CH:7]=[CH:6][CH:5]=[CH:4][CH:3]=1.[Li][CH2:13][CH2:14][CH2:15][CH3:16].[CH3:29][C:28]([O:27][C:25](O[C:25]([O:27][C:28]([CH3:31])([CH3:30])[CH3:29])=[O:26])=[O:26])([CH3:31])[CH3:30].C[N:33]1[C:37](=[O:38])[CH2:36][CH2:35]C1.